From a dataset of Forward reaction prediction with 1.9M reactions from USPTO patents (1976-2016). Predict the product of the given reaction. (1) Given the reactants [CH3:1][C:2]1[N:7]=[CH:6][N:5]=[C:4]([NH:8][S:9]([C:12]2[CH:17]=[CH:16][C:15]([N+:18]([O-])=O)=[CH:14][CH:13]=2)(=[O:11])=[O:10])[CH:3]=1.O, predict the reaction product. The product is: [NH2:18][C:15]1[CH:16]=[CH:17][C:12]([S:9]([NH:8][C:4]2[CH:3]=[C:2]([CH3:1])[N:7]=[CH:6][N:5]=2)(=[O:11])=[O:10])=[CH:13][CH:14]=1. (2) Given the reactants Cl.[NH2:2][CH2:3][CH:4]([C:10]1[C:19]2[C:14](=[CH:15][CH:16]=[C:17]([O:20][CH3:21])[CH:18]=2)[CH:13]=[CH:12][CH:11]=1)[CH2:5][NH:6][C:7](=[O:9])[CH3:8].[C:22](Cl)(=[O:24])[CH3:23], predict the reaction product. The product is: [C:7]([NH:6][CH2:5][CH:4]([C:10]1[C:19]2[C:14](=[CH:15][CH:16]=[C:17]([O:20][CH3:21])[CH:18]=2)[CH:13]=[CH:12][CH:11]=1)[CH2:3][NH:2][C:22](=[O:24])[CH3:23])(=[O:9])[CH3:8].